Dataset: Forward reaction prediction with 1.9M reactions from USPTO patents (1976-2016). Task: Predict the product of the given reaction. (1) Given the reactants [CH:1]1([NH:4][C:5](=[O:30])[C:6]2[CH:11]=[CH:10][C:9]([CH3:12])=[C:8]([N:13]([C:18]3[CH:19]=[C:20]4[C:24](=[CH:25][CH:26]=3)[C:23](=[O:27])[C:22]([CH3:29])([CH3:28])[CH2:21]4)[CH2:14][CH2:15][CH2:16][OH:17])[CH:7]=2)[CH2:3][CH2:2]1.[CH3:31][S:32](Cl)(=[O:34])=[O:33], predict the reaction product. The product is: [CH3:31][S:32]([O:17][CH2:16][CH2:15][CH2:14][N:13]([C:8]1[CH:7]=[C:6]([C:5]([NH:4][CH:1]2[CH2:3][CH2:2]2)=[O:30])[CH:11]=[CH:10][C:9]=1[CH3:12])[C:18]1[CH:19]=[C:20]2[C:24](=[CH:25][CH:26]=1)[C:23](=[O:27])[C:22]([CH3:28])([CH3:29])[CH2:21]2)(=[O:34])=[O:33]. (2) Given the reactants [F:1][C:2]1[CH:3]=[C:4]([CH:7]=[CH:8][C:9]=1F)[CH:5]=[O:6].[CH3:11][S:12]([O-:14])=[O:13].[Na+], predict the reaction product. The product is: [F:1][C:2]1[CH:3]=[C:4]([CH:7]=[CH:8][C:9]=1[S:12]([CH3:11])(=[O:14])=[O:13])[CH:5]=[O:6]. (3) Given the reactants FC(F)(F)C(O)=O.[Cl:8][C:9]1[CH:10]=[C:11]([NH:23][C:24]2[C:33]3[C:28](=[CH:29][CH:30]=[C:31]([NH:34][C:35](=[O:43])[CH:36]=[C:37]4[CH2:42][CH2:41][NH:40][CH2:39][CH2:38]4)[CH:32]=3)[N:27]=[CH:26][N:25]=2)[CH:12]=[CH:13][C:14]=1[O:15][CH2:16][C:17]1[CH:22]=[CH:21][CH:20]=[CH:19][N:18]=1, predict the reaction product. The product is: [Cl:8][C:9]1[CH:10]=[C:11]([NH:23][C:24]2[C:33]3[C:28](=[CH:29][CH:30]=[C:31]([NH:34][C:35](=[O:43])[CH:36]=[C:37]4[CH2:42][CH2:41][NH:40][CH2:39][CH2:38]4)[CH:32]=3)[N:27]=[CH:26][N:25]=2)[CH:12]=[CH:13][C:14]=1[O:15][CH2:16][C:17]1[CH:22]=[CH:21][CH:20]=[CH:19][N:18]=1. (4) Given the reactants [N:1]1[C:9]2[CH:8]=[CH:7][N:6]=[CH:5][C:4]=2[N:3]([C:10]2[S:14][C:13]([C:15]([O:17]C)=O)=[C:12]([O:19][CH2:20][C:21]3[CH:26]=[CH:25][CH:24]=[CH:23][C:22]=3[C:27]([F:30])([F:29])[F:28])[CH:11]=2)[CH:2]=1.[NH3:31], predict the reaction product. The product is: [N:1]1[C:9]2[CH:8]=[CH:7][N:6]=[CH:5][C:4]=2[N:3]([C:10]2[S:14][C:13]([C:15]([NH2:31])=[O:17])=[C:12]([O:19][CH2:20][C:21]3[CH:26]=[CH:25][CH:24]=[CH:23][C:22]=3[C:27]([F:28])([F:29])[F:30])[CH:11]=2)[CH:2]=1. (5) Given the reactants N(C(OCC)=O)=NC(OCC)=O.C1(P(C2C=CC=CC=2)C2C=CC=CC=2)C=CC=CC=1.[C:32]1([C:43]2[CH:48]=[CH:47][CH:46]=[CH:45][CH:44]=2)[CH:37]=[CH:36][C:35](/[C:38](/[CH3:42])=[CH:39]/[CH2:40][OH:41])=[CH:34][CH:33]=1.[CH2:49]([O:51][C@@H:52]([CH2:58][C:59]1[CH:64]=[CH:63][C:62](O)=[CH:61][CH:60]=1)[C:53]([O:55][CH2:56][CH3:57])=[O:54])[CH3:50], predict the reaction product. The product is: [C:32]1([C:43]2[CH:44]=[CH:45][CH:46]=[CH:47][CH:48]=2)[CH:33]=[CH:34][C:35](/[C:38](/[CH3:42])=[CH:39]/[CH2:40][O:41][C:62]2[CH:61]=[CH:60][C:59]([CH2:58][C@H:52]([O:51][CH2:49][CH3:50])[C:53]([O:55][CH2:56][CH3:57])=[O:54])=[CH:64][CH:63]=2)=[CH:36][CH:37]=1. (6) Given the reactants [CH2:1]([O:8][C:9]1[CH:10]=[C:11]2[C:16](=[CH:17][CH:18]=1)[C:15](=[O:19])[N:14]([CH2:20][CH:21]([CH3:23])[CH3:22])[C:13]([CH2:24]O)=[C:12]2[C:26]1[S:27][CH:28]=[CH:29][CH:30]=1)[C:2]1[CH:7]=[CH:6][CH:5]=[CH:4][CH:3]=1.S(Cl)([Cl:33])=O.C(=O)([O-])O.[Na+], predict the reaction product. The product is: [CH2:1]([O:8][C:9]1[CH:10]=[C:11]2[C:16](=[CH:17][CH:18]=1)[C:15](=[O:19])[N:14]([CH2:20][CH:21]([CH3:23])[CH3:22])[C:13]([CH2:24][Cl:33])=[C:12]2[C:26]1[S:27][CH:28]=[CH:29][CH:30]=1)[C:2]1[CH:7]=[CH:6][CH:5]=[CH:4][CH:3]=1.